This data is from Reaction yield outcomes from USPTO patents with 853,638 reactions. The task is: Predict the reaction yield, written as a fraction of the theoretical maximum amount of product (1.0 means a 100% yield; for example, 0.34 means a 34% yield). The reactants are C[O:2][C:3](=[O:44])[CH2:4][CH2:5][CH2:6][N:7]1[C:15]2[C:10](=[CH:11][C:12]([O:16][CH:17]([F:19])[F:18])=[CH:13][CH:14]=2)[C:9]([C:20]2[N:21]=[C:22]3[C:28]([C:29](=[O:35])[NH:30][C:31]([CH3:34])([CH3:33])[CH3:32])=[CH:27][N:26]([CH2:36][O:37][CH2:38][CH2:39][Si:40]([CH3:43])([CH3:42])[CH3:41])[C:23]3=[N:24][CH:25]=2)=[N:8]1.CO.[OH-].[Li+].Cl. The catalyst is C1COCC1.O. The product is [C:31]([NH:30][C:29]([C:28]1[C:22]2[C:23](=[N:24][CH:25]=[C:20]([C:9]3[C:10]4[C:15](=[CH:14][CH:13]=[C:12]([O:16][CH:17]([F:18])[F:19])[CH:11]=4)[N:7]([CH2:6][CH2:5][CH2:4][C:3]([OH:44])=[O:2])[N:8]=3)[N:21]=2)[N:26]([CH2:36][O:37][CH2:38][CH2:39][Si:40]([CH3:43])([CH3:42])[CH3:41])[CH:27]=1)=[O:35])([CH3:32])([CH3:33])[CH3:34]. The yield is 0.850.